Task: Predict which catalyst facilitates the given reaction.. Dataset: Catalyst prediction with 721,799 reactions and 888 catalyst types from USPTO Reactant: [C:1]1([C@@H:7]([NH2:9])[CH3:8])[CH:6]=[CH:5][CH:4]=[CH:3][CH:2]=1.[CH3:10][C:11]1([CH3:19])[O:18][CH2:17][CH:16]2[CH:14]([O:15]2)[CH2:13][O:12]1. Product: [CH3:10][C:11]1([CH3:19])[O:18][CH2:17][C@@H:16]([OH:15])[C@H:14]([NH:9][C@H:7]([C:1]2[CH:6]=[CH:5][CH:4]=[CH:3][CH:2]=2)[CH3:8])[CH2:13][O:12]1. The catalyst class is: 41.